This data is from Forward reaction prediction with 1.9M reactions from USPTO patents (1976-2016). The task is: Predict the product of the given reaction. (1) Given the reactants [F:1][CH2:2][C:3]1([CH2:16][F:17])[O:7][B:6]([OH:8])[C:5]2[CH:9]=[CH:10][C:11](/[CH:13]=[N:14]/[OH:15])=[CH:12][C:4]1=2.C1C(=O)N(Cl)C(=O)C1.[Cl:26][C:27]1[CH:32]=[C:31]([C:33]([C:35]([F:38])([F:37])[F:36])=[CH2:34])[CH:30]=[C:29]([Cl:39])[C:28]=1[Cl:40].Cl, predict the reaction product. The product is: [F:17][CH2:16][C:3]1([CH2:2][F:1])[O:7][B:6]([OH:8])[C:5]2[CH:9]=[CH:10][C:11]([C:13]3[CH2:34][C:33]([C:31]4[CH:30]=[C:29]([Cl:39])[C:28]([Cl:40])=[C:27]([Cl:26])[CH:32]=4)([C:35]([F:38])([F:37])[F:36])[O:15][N:14]=3)=[CH:12][C:4]1=2. (2) Given the reactants Cl[C:2]1[CH:7]=[C:6]([O:8][CH3:9])[CH:5]=[CH:4][N:3]=1.[C:10](=[N:23][NH2:24])([C:17]1[CH:22]=[CH:21][CH:20]=[CH:19][CH:18]=1)[C:11]1[CH:16]=[CH:15][CH:14]=[CH:13][CH:12]=1, predict the reaction product. The product is: [C:11]1([C:10]([C:17]2[CH:22]=[CH:21][CH:20]=[CH:19][CH:18]=2)=[N:23][NH:24][C:2]2[CH:7]=[C:6]([O:8][CH3:9])[CH:5]=[CH:4][N:3]=2)[CH:12]=[CH:13][CH:14]=[CH:15][CH:16]=1.